Dataset: Catalyst prediction with 721,799 reactions and 888 catalyst types from USPTO. Task: Predict which catalyst facilitates the given reaction. (1) Reactant: [Cl:1][C:2]1[CH:7]=[CH:6][C:5]([NH:8][C:9]([C:11]2[CH:21]=[CH:20][C:14]([C:15](=[NH:19])OCC)=[CH:13][CH:12]=2)=[O:10])=[CH:4][C:3]=1[C:22]1[CH:27]=[CH:26][CH:25]=[CH:24][N:23]=1.[NH:28]1[CH2:32][CH2:31][CH2:30][CH:29]1[CH2:33][CH2:34][NH2:35]. Product: [Cl:1][C:2]1[CH:7]=[CH:6][C:5]([NH:8][C:9](=[O:10])[C:11]2[CH:12]=[CH:13][C:14]([C:15](=[NH:19])[NH:35][CH2:34][CH2:33][CH:29]3[CH2:30][CH2:31][CH2:32][NH:28]3)=[CH:20][CH:21]=2)=[CH:4][C:3]=1[C:22]1[CH:27]=[CH:26][CH:25]=[CH:24][N:23]=1. The catalyst class is: 5. (2) Reactant: C[O:2][C:3]([C:5]1([NH:11][C:12]([O:14][CH2:15][C:16]2[O:17][CH:18]=[CH:19][CH:20]=2)=[O:13])[CH2:10][CH2:9][CH2:8][CH2:7][CH2:6]1)=[O:4].[OH-].[Na+]. Product: [O:17]1[CH:18]=[CH:19][CH:20]=[C:16]1[CH2:15][O:14][C:12]([NH:11][C:5]1([C:3]([OH:4])=[O:2])[CH2:10][CH2:9][CH2:8][CH2:7][CH2:6]1)=[O:13]. The catalyst class is: 7. (3) Reactant: [C:1]1([CH:7]([C:26]2[CH:31]=[CH:30][CH:29]=[CH:28][CH:27]=2)[CH2:8][N:9]([CH2:22][CH2:23][CH2:24][OH:25])[CH2:10][C:11]2[CH:16]=[CH:15][CH:14]=[C:13]([C:17]([F:20])([F:19])[F:18])[C:12]=2[Cl:21])[CH:6]=[CH:5][CH:4]=[CH:3][CH:2]=1.O[C:33]1[CH:34]=[C:35]([CH:40]=[CH:41][CH:42]=1)[C:36]([O:38][CH3:39])=[O:37].C1C=CC(P(C2C=CC=CC=2)C2C=CC=CC=2)=CC=1.CC(OC(/N=N/C(OC(C)C)=O)=O)C. Product: [C:26]1([CH:7]([C:1]2[CH:2]=[CH:3][CH:4]=[CH:5][CH:6]=2)[CH2:8][N:9]([CH2:22][CH2:23][CH2:24][O:25][C:33]2[CH:42]=[CH:41][CH:40]=[C:35]([C:36]([O:38][CH3:39])=[O:37])[CH:34]=2)[CH2:10][C:11]2[CH:16]=[CH:15][CH:14]=[C:13]([C:17]([F:19])([F:20])[F:18])[C:12]=2[Cl:21])[CH:27]=[CH:28][CH:29]=[CH:30][CH:31]=1. The catalyst class is: 20. (4) Reactant: [CH2:1]([C:5]12[CH2:17][CH2:16][C:15](=[O:18])[C:14]([CH2:19][CH3:20])=[C:13]1[C:12]1[C:7](=[C:8]([CH3:24])[C:9]([O:22]C)=[C:10]([F:21])[CH:11]=1)[CH2:6]2)[CH2:2][CH2:3][CH3:4].B(Br)(Br)Br. Product: [CH2:1]([C:5]12[CH2:17][CH2:16][C:15](=[O:18])[C:14]([CH2:19][CH3:20])=[C:13]1[C:12]1[C:7](=[C:8]([CH3:24])[C:9]([OH:22])=[C:10]([F:21])[CH:11]=1)[CH2:6]2)[CH2:2][CH2:3][CH3:4]. The catalyst class is: 4. (5) Reactant: [N:1]1([CH2:7][C:8]([N:10]([C:29]2[CH:34]=[CH:33][CH:32]=[CH:31][CH:30]=2)[CH:11]2[CH2:16][CH2:15][N:14]([C:17](=[O:28])[C:18]3[CH:23]=[CH:22][C:21]([C:24]([F:27])([F:26])[F:25])=[CH:20][CH:19]=3)[CH2:13][CH2:12]2)=[O:9])[CH2:6][CH2:5][NH:4][CH2:3][CH2:2]1.C(N(CC)CC)C.[N:42]1([C:47](Cl)=[O:48])[CH2:46][CH2:45][CH2:44][CH2:43]1.O. Product: [C:29]1([N:10]([CH:11]2[CH2:16][CH2:15][N:14]([C:17](=[O:28])[C:18]3[CH:23]=[CH:22][C:21]([C:24]([F:26])([F:27])[F:25])=[CH:20][CH:19]=3)[CH2:13][CH2:12]2)[C:8](=[O:9])[CH2:7][N:1]2[CH2:6][CH2:5][N:4]([C:47]([N:42]3[CH2:46][CH2:45][CH2:44][CH2:43]3)=[O:48])[CH2:3][CH2:2]2)[CH:34]=[CH:33][CH:32]=[CH:31][CH:30]=1. The catalyst class is: 10. (6) Reactant: [C:1]1([CH2:7][CH2:8][NH2:9])[CH:6]=[CH:5][CH:4]=[CH:3][CH:2]=1.C(N(CC)CC)C.[F:17][C:18]([F:31])([F:30])S(OS([C:18]([F:31])([F:30])[F:17])(=O)=O)(=O)=O.[C:32](=O)(O)[O-:33].[Na+]. Product: [F:17][C:18]([F:31])([F:30])[C:32]([NH:9][CH2:8][CH2:7][C:1]1[CH:6]=[CH:5][CH:4]=[CH:3][CH:2]=1)=[O:33]. The catalyst class is: 7. (7) Reactant: [OH:1][CH:2]1[CH2:7][CH2:6][NH:5][CH2:4][CH2:3]1.[C:8](O[C:8]([O:10][C:11]([CH3:14])([CH3:13])[CH3:12])=[O:9])([O:10][C:11]([CH3:14])([CH3:13])[CH3:12])=[O:9]. Product: [OH:1][CH:2]1[CH2:7][CH2:6][N:5]([C:8]([O:10][C:11]([CH3:14])([CH3:13])[CH3:12])=[O:9])[CH2:4][CH2:3]1. The catalyst class is: 4.